This data is from Reaction yield outcomes from USPTO patents with 853,638 reactions. The task is: Predict the reaction yield, written as a fraction of the theoretical maximum amount of product (1.0 means a 100% yield; for example, 0.34 means a 34% yield). (1) The reactants are [F:1][C:2]1[CH:7]=[CH:6][CH:5]=[CH:4][N:3]=1.C([N-]C(C)C)(C)C.[Li+].CN([CH:19]=[O:20])C.[NH4+].[Cl-]. The catalyst is C1COCC1.CCOC(C)=O. The product is [F:1][C:2]1[C:7]([CH:19]=[O:20])=[CH:6][CH:5]=[CH:4][N:3]=1. The yield is 0.150. (2) The reactants are [C:1]1([C:7]2[NH:11][N:10]=[C:9]([C:12]([NH:14][CH2:15][C:16]([OH:18])=O)=[O:13])[CH:8]=2)[CH:6]=[CH:5][CH:4]=[CH:3][CH:2]=1.CCN(C(C)C)C(C)C.C1C=CC2N(O)N=NC=2C=1.CCN=C=NCCCN(C)C.Cl.Cl.[Br:51][C:52]1[CH:57]=[CH:56][CH:55]=[CH:54][C:53]=1[S:58][CH:59]1[CH2:64][CH2:63][NH:62][CH2:61][CH2:60]1. The catalyst is CN(C=O)C.O. The product is [Br:51][C:52]1[CH:57]=[CH:56][CH:55]=[CH:54][C:53]=1[S:58][CH:59]1[CH2:64][CH2:63][N:62]([C:16](=[O:18])[CH2:15][NH:14][C:12]([C:9]2[CH:8]=[C:7]([C:1]3[CH:2]=[CH:3][CH:4]=[CH:5][CH:6]=3)[NH:11][N:10]=2)=[O:13])[CH2:61][CH2:60]1. The yield is 0.360. (3) The yield is 0.960. The product is [CH3:31][S:32]([OH:35])(=[O:34])=[O:33].[F:30][C:2]([F:1])([C:20]1[CH:25]=[CH:24][C:23]([C:26]([F:27])([F:28])[F:29])=[CH:22][CH:21]=1)[CH2:3][N:4]1[CH2:5][CH2:6][CH:7]([NH:10][C:11]2[C:12]3[CH:19]=[CH:18][NH:17][C:13]=3[N:14]=[CH:15][N:16]=2)[CH2:8][CH2:9]1. The catalyst is CO. The reactants are [F:1][C:2]([F:30])([C:20]1[CH:25]=[CH:24][C:23]([C:26]([F:29])([F:28])[F:27])=[CH:22][CH:21]=1)[CH2:3][N:4]1[CH2:9][CH2:8][CH:7]([NH:10][C:11]2[C:12]3[CH:19]=[CH:18][NH:17][C:13]=3[N:14]=[CH:15][N:16]=2)[CH2:6][CH2:5]1.[CH3:31][S:32]([OH:35])(=[O:34])=[O:33]. (4) The product is [O:11]=[C:10]1[C:9]2[CH:12]=[CH:13][CH:14]=[CH:15][C:8]=2[O:7][C:6]2[CH:16]=[CH:17][CH:18]=[CH:19][C:5]=2[N:4]1[CH2:1][C:2]#[C:3][C:21]1[CH:30]=[CH:29][C:24]([C:25]([O:27][CH3:28])=[O:26])=[CH:23][CH:22]=1. The reactants are [CH2:1]([N:4]1[C:10](=[O:11])[C:9]2[CH:12]=[CH:13][CH:14]=[CH:15][C:8]=2[O:7][C:6]2[CH:16]=[CH:17][CH:18]=[CH:19][C:5]1=2)[C:2]#[CH:3].I[C:21]1[CH:30]=[CH:29][C:24]([C:25]([O:27][CH3:28])=[O:26])=[CH:23][CH:22]=1.C(N(CC)CC)C.C(OCC)(=O)C. The catalyst is C(#N)C.[Cu](I)I.Cl[Pd](Cl)([P](C1C=CC=CC=1)(C1C=CC=CC=1)C1C=CC=CC=1)[P](C1C=CC=CC=1)(C1C=CC=CC=1)C1C=CC=CC=1. The yield is 0.600.